The task is: Predict the reaction yield, written as a fraction of the theoretical maximum amount of product (1.0 means a 100% yield; for example, 0.34 means a 34% yield).. This data is from Reaction yield outcomes from USPTO patents with 853,638 reactions. The reactants are [Br:1][C:2]1[CH:3]=[C:4]([C:11]([CH3:29])([CH3:28])[CH2:12][C@:13]([CH2:19]SC2C=CC(C)=CC=2)([OH:18])[C:14]([F:17])([F:16])[F:15])[C:5]2[O:9][CH2:8][CH2:7][C:6]=2[CH:10]=1.F[B-](F)(F)F.C[O+](C)C.C(=O)([O-])[O-].[K+].[K+].C(=O)(O)[O-].[Na+]. The catalyst is ClCCl.O. The product is [Br:1][C:2]1[CH:3]=[C:4]([C:11]([CH3:28])([CH3:29])[CH2:12][C@:13]2([C:14]([F:17])([F:15])[F:16])[CH2:19][O:18]2)[C:5]2[O:9][CH2:8][CH2:7][C:6]=2[CH:10]=1. The yield is 0.950.